From a dataset of Forward reaction prediction with 1.9M reactions from USPTO patents (1976-2016). Predict the product of the given reaction. Given the reactants [H-].[Al+3].[Li+].[H-].[H-].[H-].C(O[C:10](=O)[NH:11][CH2:12][C@H:13]([C:17]1[CH:22]=[CH:21][C:20]([F:23])=[CH:19][CH:18]=1)[CH2:14][CH2:15][OH:16])C, predict the reaction product. The product is: [F:23][C:20]1[CH:19]=[CH:18][C:17]([C@@H:13]([CH2:12][NH:11][CH3:10])[CH2:14][CH2:15][OH:16])=[CH:22][CH:21]=1.